Regression. Given two drug SMILES strings and cell line genomic features, predict the synergy score measuring deviation from expected non-interaction effect. From a dataset of NCI-60 drug combinations with 297,098 pairs across 59 cell lines. (1) Drug 2: C(CN)CNCCSP(=O)(O)O. Cell line: T-47D. Drug 1: CC1=C(N=C(N=C1N)C(CC(=O)N)NCC(C(=O)N)N)C(=O)NC(C(C2=CN=CN2)OC3C(C(C(C(O3)CO)O)O)OC4C(C(C(C(O4)CO)O)OC(=O)N)O)C(=O)NC(C)C(C(C)C(=O)NC(C(C)O)C(=O)NCCC5=NC(=CS5)C6=NC(=CS6)C(=O)NCCC[S+](C)C)O. Synergy scores: CSS=24.3, Synergy_ZIP=-3.57, Synergy_Bliss=9.32, Synergy_Loewe=-52.6, Synergy_HSA=8.64. (2) Drug 1: CC1C(C(CC(O1)OC2CC(CC3=C2C(=C4C(=C3O)C(=O)C5=C(C4=O)C(=CC=C5)OC)O)(C(=O)C)O)N)O.Cl. Drug 2: C1C(C(OC1N2C=NC3=C2NC=NCC3O)CO)O. Cell line: U251. Synergy scores: CSS=26.1, Synergy_ZIP=-7.16, Synergy_Bliss=-7.83, Synergy_Loewe=-20.7, Synergy_HSA=-6.77. (3) Drug 1: CCC1(CC2CC(C3=C(CCN(C2)C1)C4=CC=CC=C4N3)(C5=C(C=C6C(=C5)C78CCN9C7C(C=CC9)(C(C(C8N6C=O)(C(=O)OC)O)OC(=O)C)CC)OC)C(=O)OC)O.OS(=O)(=O)O. Drug 2: C1=CN(C=N1)CC(O)(P(=O)(O)O)P(=O)(O)O. Cell line: SK-OV-3. Synergy scores: CSS=2.33, Synergy_ZIP=-0.260, Synergy_Bliss=1.27, Synergy_Loewe=-1.72, Synergy_HSA=-0.617. (4) Drug 1: CCC1(CC2CC(C3=C(CCN(C2)C1)C4=CC=CC=C4N3)(C5=C(C=C6C(=C5)C78CCN9C7C(C=CC9)(C(C(C8N6C)(C(=O)OC)O)OC(=O)C)CC)OC)C(=O)OC)O.OS(=O)(=O)O. Drug 2: N.N.Cl[Pt+2]Cl. Cell line: COLO 205. Synergy scores: CSS=12.2, Synergy_ZIP=-3.74, Synergy_Bliss=4.09, Synergy_Loewe=4.01, Synergy_HSA=2.78.